Dataset: Full USPTO retrosynthesis dataset with 1.9M reactions from patents (1976-2016). Task: Predict the reactants needed to synthesize the given product. (1) Given the product [NH2:38][CH2:37][C:36]1[CH:35]=[C:34]([C:26]2[C:27]3[C:32](=[CH:31][CH:30]=[CH:29][CH:28]=3)[CH:33]=[C:24]([NH:23][C:21]([C:18]3([C:16]4[CH:15]=[CH:14][C:12]5[O:13][C:9]([F:49])([F:8])[O:10][C:11]=5[CH:17]=4)[CH2:19][CH2:20]3)=[O:22])[N:25]=2)[CH:48]=[CH:47][CH:46]=1, predict the reactants needed to synthesize it. The reactants are: C(O)(C(F)(F)F)=O.[F:8][C:9]1([F:49])[O:13][C:12]2[CH:14]=[CH:15][C:16]([C:18]3([C:21]([NH:23][C:24]4[N:25]=[C:26]([C:34]5[CH:35]=[C:36]([CH:46]=[CH:47][CH:48]=5)[CH2:37][NH:38]C(=O)OC(C)(C)C)[C:27]5[C:32]([CH:33]=4)=[CH:31][CH:30]=[CH:29][CH:28]=5)=[O:22])[CH2:20][CH2:19]3)=[CH:17][C:11]=2[O:10]1. (2) Given the product [N+:53]([C:50]1[CH:49]=[CH:48][C:47]([C:45](=[O:46])[CH2:44][NH:43][C:15]([C:7]23[CH2:13][CH:11]4[CH2:10][CH:9]([CH2:14][C:5]([C:3]([O:2][CH3:1])=[O:4])([CH2:12]4)[CH2:6]2)[CH2:8]3)=[O:16])=[CH:52][CH:51]=1)([O-:55])=[O:54], predict the reactants needed to synthesize it. The reactants are: [CH3:1][O:2][C:3]([C:5]12[CH2:14][CH:9]3[CH2:10][CH:11]([CH2:13][C:7]([C:15](O)=[O:16])([CH2:8]3)[CH2:6]1)[CH2:12]2)=[O:4].CN(C(ON1N=NC2C=CC=NC1=2)=[N+](C)C)C.F[P-](F)(F)(F)(F)F.Cl.[NH2:43][CH2:44][C:45]([C:47]1[CH:52]=[CH:51][C:50]([N+:53]([O-:55])=[O:54])=[CH:49][CH:48]=1)=[O:46].CCN(C(C)C)C(C)C. (3) Given the product [Br:1][C:2]([F:12])([F:13])[C:3]([F:10])([F:11])[CH2:4][CH2:5][CH2:6][CH2:7][OH:8], predict the reactants needed to synthesize it. The reactants are: [Br:1][C:2]([F:13])([F:12])[C:3]([F:11])([F:10])[CH2:4][CH2:5][CH2:6][C:7](Cl)=[O:8].[BH4-].[Na+].S(=O)(=O)(O)O. (4) Given the product [Cl:16][C:13]1[CH:14]=[CH:15][C:10]([C:8]2[N:7]([CH2:18][C:19]3[CH:24]=[CH:23][C:22]([CH3:25])=[CH:21][CH:20]=3)[N:6]=[C:5]([C:3]([OH:4])=[O:2])[CH:9]=2)=[CH:11][C:12]=1[CH3:17], predict the reactants needed to synthesize it. The reactants are: C[O:2][C:3]([C:5]1[CH:9]=[C:8]([C:10]2[CH:15]=[CH:14][C:13]([Cl:16])=[C:12]([CH3:17])[CH:11]=2)[N:7]([CH2:18][C:19]2[CH:24]=[CH:23][C:22]([CH3:25])=[CH:21][CH:20]=2)[N:6]=1)=[O:4].[OH-].[K+]. (5) The reactants are: [NH:1]1[C:9]2[C:4](=[CH:5][C:6]([C:10]([OH:12])=[O:11])=[CH:7][CH:8]=2)[CH:3]=[CH:2]1.[CH3:13][Si](C=[N+]=[N-])(C)C. Given the product [CH3:13][O:11][C:10]([C:6]1[CH:5]=[C:4]2[C:9](=[CH:8][CH:7]=1)[NH:1][CH:2]=[CH:3]2)=[O:12], predict the reactants needed to synthesize it.